This data is from Forward reaction prediction with 1.9M reactions from USPTO patents (1976-2016). The task is: Predict the product of the given reaction. (1) The product is: [C:21]([C:11]1[CH:12]=[N:13][C:14]2[CH:15]=[CH:16][C:17](=[O:20])[N:18]3[C@H:7]([CH2:6][N:23]4[CH2:24][CH2:25][CH:26]([NH:29][C:30](=[O:36])[O:31][C:32]([CH3:34])([CH3:33])[CH3:35])[CH2:27][CH2:28]4)[CH2:8][O:9][C:10]=1[C:19]=23)#[N:22]. Given the reactants CS(O[CH2:6][C@H:7]1[N:18]2[C:19]3[C:10](=[C:11]([C:21]#[N:22])[CH:12]=[N:13][C:14]=3[CH:15]=[CH:16][C:17]2=[O:20])[O:9][CH2:8]1)(=O)=O.[NH:23]1[CH2:28][CH2:27][CH:26]([NH:29][C:30](=[O:36])[O:31][C:32]([CH3:35])([CH3:34])[CH3:33])[CH2:25][CH2:24]1, predict the reaction product. (2) Given the reactants [CH2:1]([O:8][C:9]1[CH:10]=[C:11]2[C:16](=[CH:17][C:18]=1[O:19][CH3:20])[CH:15](/[CH:21]=[CH:22]/[C:23]1[CH:28]=[C:27]([O:29][CH2:30][C:31]3[CH:36]=[CH:35][CH:34]=[CH:33][CH:32]=3)[C:26]([O:37][CH3:38])=[CH:25][C:24]=1[CH3:39])[NH:14][CH2:13][CH2:12]2)[C:2]1[CH:7]=[CH:6][CH:5]=[CH:4][CH:3]=1.[NH2:40][C:41]1[C:46]([C:47](O)=[O:48])=[CH:45][CH:44]=[CH:43][N:42]=1.CCN(C(C)C)C(C)C.CN(C(ON1N=NC2C=CC=NC1=2)=[N+](C)C)C.F[P-](F)(F)(F)(F)F, predict the reaction product. The product is: [NH2:40][C:41]1[C:46]([C:47]([N:14]2[CH2:13][CH2:12][C:11]3[C:16](=[CH:17][C:18]([O:19][CH3:20])=[C:9]([O:8][CH2:1][C:2]4[CH:7]=[CH:6][CH:5]=[CH:4][CH:3]=4)[CH:10]=3)[CH:15]2/[CH:21]=[CH:22]/[C:23]2[CH:28]=[C:27]([O:29][CH2:30][C:31]3[CH:32]=[CH:33][CH:34]=[CH:35][CH:36]=3)[C:26]([O:37][CH3:38])=[CH:25][C:24]=2[CH3:39])=[O:48])=[CH:45][CH:44]=[CH:43][N:42]=1. (3) The product is: [O:1]1[C:5]2[CH:6]=[CH:7][CH:8]=[CH:9][C:4]=2[N:3]=[C:2]1[C:10]1[CH:11]=[CH:12][C:13]([OH:18])=[C:14]([CH:17]=1)[C:15]#[N:16]. Given the reactants [O:1]1[C:5]2[CH:6]=[CH:7][CH:8]=[CH:9][C:4]=2[N:3]=[C:2]1[C:10]1[CH:11]=[CH:12][C:13]([O:18]C)=[C:14]([CH:17]=1)[C:15]#[N:16].B(Br)(Br)Br.CCOC(C)=O.O, predict the reaction product. (4) Given the reactants [C:1]([O:5][C:6]([N:8]1[CH2:13][C@@H:12]([N:14]([C:19]([C:21]2[N:22]=[N:23][N:24]([C:32]3[CH:37]=[CH:36][CH:35]=[CH:34][CH:33]=3)[C:25]=2[CH2:26][CH2:27][CH2:28][CH2:29][O:30][CH3:31])=[O:20])[CH2:15][CH:16]([CH3:18])[CH3:17])[CH2:11][C@@H:10]([C:38](O)=[O:39])[CH2:9]1)=[O:7])([CH3:4])([CH3:3])[CH3:2].[NH:41]1[CH2:45][CH2:44][CH2:43][CH2:42]1.CCN=C=NCCCN(C)C.Cl.C1C=CC2N(O)N=NC=2C=1.C(N(C(C)C)CC)(C)C.C(=O)([O-])O.[Na+], predict the reaction product. The product is: [CH3:31][O:30][CH2:29][CH2:28][CH2:27][CH2:26][C:25]1[N:24]([C:32]2[CH:33]=[CH:34][CH:35]=[CH:36][CH:37]=2)[N:23]=[N:22][C:21]=1[C:19]([N:14]([CH2:15][CH:16]([CH3:18])[CH3:17])[C@H:12]1[CH2:11][C@@H:10]([C:38]([N:41]2[CH2:45][CH2:44][CH2:43][CH2:42]2)=[O:39])[CH2:9][N:8]([C:6]([O:5][C:1]([CH3:4])([CH3:2])[CH3:3])=[O:7])[CH2:13]1)=[O:20]. (5) Given the reactants [NH:1]1[CH2:4][CH:3]([S:5]([C:8]2[CH:31]=[CH:30][C:11]3[N:12]([CH2:20][CH:21]4[CH2:26][CH2:25][N:24]([C:27](=[O:29])[CH3:28])[CH2:23][CH2:22]4)[C:13]([CH2:15][C:16]([CH3:19])([CH3:18])[CH3:17])=[N:14][C:10]=3[CH:9]=2)(=[O:7])=[O:6])[CH2:2]1.C[Si]([N:36]=[C:37]=[O:38])(C)C, predict the reaction product. The product is: [C:27]([N:24]1[CH2:25][CH2:26][CH:21]([CH2:20][N:12]2[C:11]3[CH:30]=[CH:31][C:8]([S:5]([CH:3]4[CH2:4][N:1]([C:37]([NH2:36])=[O:38])[CH2:2]4)(=[O:7])=[O:6])=[CH:9][C:10]=3[N:14]=[C:13]2[CH2:15][C:16]([CH3:19])([CH3:18])[CH3:17])[CH2:22][CH2:23]1)(=[O:29])[CH3:28]. (6) Given the reactants [F:1][C:2]1[CH:7]=[CH:6][C:5]([C:8]2[CH:13]=[N:12][CH:11]=[CH:10][N:9]=2)=[C:4]([CH3:14])[CH:3]=1.[ClH:15], predict the reaction product. The product is: [ClH:15].[F:1][C:2]1[CH:7]=[CH:6][C:5]([CH:8]2[CH2:13][NH:12][CH2:11][CH2:10][NH:9]2)=[C:4]([CH3:14])[CH:3]=1. (7) Given the reactants [OH:1][NH:2][C:3]([C:5]1[C:10]([N+:11]([O-:13])=[O:12])=[CH:9][CH:8]=[CH:7][N:6]=1)=[NH:4].[CH3:14][O:15][C:16]1[CH:24]=[C:20]([C:21](O)=O)[C:19]([OH:25])=[CH:18][CH:17]=1, predict the reaction product. The product is: [CH3:14][O:15][C:16]1[CH:17]=[CH:18][C:19]([OH:25])=[C:20]([C:21]2[O:1][N:2]=[C:3]([C:5]3[C:10]([N+:11]([O-:13])=[O:12])=[CH:9][CH:8]=[CH:7][N:6]=3)[N:4]=2)[CH:24]=1. (8) Given the reactants C([Sn](CCCC)(CCCC)[CH2:6][O:7][CH2:8][CH:9]([CH3:11])[CH3:10])CCC.C([Li])CCC.[B:25](OC(C)C)([O:30]C(C)C)[O:26]C(C)C.[OH-].[Na+], predict the reaction product. The product is: [CH3:10][CH:9]([CH3:11])[CH2:8][O:7][CH2:6][B:25]([OH:30])[OH:26]. (9) Given the reactants [CH3:1][O:2][C:3]1[C:23]2[C:22]3([CH2:27][CH:26]=[CH:25][CH2:24]3)[N:10]3[CH2:11][CH2:12][C:13]4[C:18]([CH:9]3[CH2:8][C:7]=2[CH:6]=[CH:5][C:4]=1[O:28][CH3:29])=[CH:17][C:16]1[O:19][CH2:20][O:21][C:15]=1[CH:14]=4.[BH4-].[Na+], predict the reaction product. The product is: [CH3:1][O:2][C:3]1[C:23]2[C:22]3([CH2:27][CH2:26][CH2:25][CH2:24]3)[N:10]3[CH2:11][CH2:12][C:13]4[C:18]([CH:9]3[CH2:8][C:7]=2[CH:6]=[CH:5][C:4]=1[O:28][CH3:29])=[CH:17][C:16]1[O:19][CH2:20][O:21][C:15]=1[CH:14]=4.